Dataset: Forward reaction prediction with 1.9M reactions from USPTO patents (1976-2016). Task: Predict the product of the given reaction. (1) Given the reactants C([O:3][C:4](=[O:28])[CH2:5][C:6]1[CH:7]=[C:8]([C:14]2[CH:19]=[CH:18][C:17]([C:20]([F:23])([F:22])[F:21])=[CH:16][C:15]=2[CH2:24][NH:25][CH2:26][CH3:27])[C:9]([O:12][CH3:13])=[CH:10][CH:11]=1)C.[C:29](Cl)(=[O:33])[CH:30]([CH3:32])[CH3:31], predict the reaction product. The product is: [CH2:26]([N:25]([CH2:24][C:15]1[CH:16]=[C:17]([C:20]([F:21])([F:22])[F:23])[CH:18]=[CH:19][C:14]=1[C:8]1[C:9]([O:12][CH3:13])=[CH:10][CH:11]=[C:6]([CH2:5][C:4]([OH:3])=[O:28])[CH:7]=1)[C:29](=[O:33])[CH:30]([CH3:32])[CH3:31])[CH3:27]. (2) Given the reactants Br[C:2]1[CH:3]=[C:4]2[CH:14]=[N:13][N:12]([C:15]3[CH:20]=[CH:19][C:18]([F:21])=[CH:17][CH:16]=3)[C:5]2=[C:6]2[C:11]=1[CH:10]=[N:9][CH:8]=[CH:7]2.C1(P(C2C=CC=CC=2)C2C=CC3C(=CC=CC=3)C=2C2C3C(=CC=CC=3)C=CC=2P(C2C=CC=CC=2)C2C=CC=CC=2)C=CC=CC=1.CC(C)([O-])C.[Na+].[C:74]1([C@@H:80]([NH2:82])[CH3:81])[CH:79]=[CH:78][CH:77]=[CH:76][CH:75]=1, predict the reaction product. The product is: [F:21][C:18]1[CH:19]=[CH:20][C:15]([N:12]2[C:5]3=[C:6]4[C:11](=[C:2]([NH:82][C@H:80]([C:74]5[CH:79]=[CH:78][CH:77]=[CH:76][CH:75]=5)[CH3:81])[CH:3]=[C:4]3[CH:14]=[N:13]2)[CH:10]=[N:9][CH:8]=[CH:7]4)=[CH:16][CH:17]=1. (3) The product is: [Cl:1][C:2]1[CH:3]=[CH:4][C:5]([CH2:6][S:7][C:8]2[CH:9]=[C:10]([OH:24])[C:11](=[O:14])[NH:12][N:13]=2)=[CH:34][CH:35]=1. Given the reactants [Cl:1][C:2]1[CH:35]=[CH:34][C:5]([CH2:6][S:7][C:8]2[N:13]=[N:12][C:11]([O:14]CC3C=CC(OC)=CC=3)=[C:10]([O:24]CC3C=CC(OC)=CC=3)[CH:9]=2)=[CH:4][CH:3]=1.Cl.O1CCOCC1, predict the reaction product.